Dataset: Reaction yield outcomes from USPTO patents with 853,638 reactions. Task: Predict the reaction yield, written as a fraction of the theoretical maximum amount of product (1.0 means a 100% yield; for example, 0.34 means a 34% yield). (1) The reactants are N[C:2]1[C:3]([CH3:12])=[C:4]([C:8]([CH3:11])=[CH:9][CH:10]=1)[C:5]([OH:7])=[O:6].[OH:13]S(O)(=O)=O.N([O-])=O.[Na+]. The catalyst is O. The product is [OH:13][C:2]1[C:3]([CH3:12])=[C:4]([C:8]([CH3:11])=[CH:9][CH:10]=1)[C:5]([OH:7])=[O:6]. The yield is 0.820. (2) The reactants are C([O:8][C:9]([CH:11]1[CH2:16][CH2:15][N:14]([S:17]([CH3:20])(=[O:19])=[O:18])[CH2:13][CH2:12]1)=[O:10])C1C=CC=CC=1. The catalyst is C(OCC)(=O)C.CO.[Pd]. The product is [CH3:20][S:17]([N:14]1[CH2:15][CH2:16][CH:11]([C:9]([OH:10])=[O:8])[CH2:12][CH2:13]1)(=[O:19])=[O:18]. The yield is 0.730. (3) The reactants are Br[C:2]1[CH:7]=[CH:6][C:5]([C:8]2[N:9]([CH2:19][C@@H:20]3[CH2:24][CH2:23][N:22]([C:25]([CH:27]4[CH2:29][CH2:28]4)=[O:26])[CH2:21]3)[C:10](=[O:18])[C:11]3[N:16]=[C:15]([CH3:17])[O:14][C:12]=3[N:13]=2)=[CH:4][CH:3]=1.CC1(C)C(C)(C)OB([C:38]2[CH:39]=[CH:40][C:41]3[O:45][CH:44]=[CH:43][C:42]=3[CH:46]=2)O1.C([O-])([O-])=O.[Cs+].[Cs+].O1CCOCC1. The catalyst is C1C=CC(P(C2C=CC=CC=2)[C-]2C=CC=C2)=CC=1.C1C=CC(P(C2C=CC=CC=2)[C-]2C=CC=C2)=CC=1.Cl[Pd]Cl.[Fe+2].ClCCl.O. The product is [O:45]1[C:41]2[CH:40]=[CH:39][C:38]([C:2]3[CH:3]=[CH:4][C:5]([C:8]4[N:9]([CH2:19][C@@H:20]5[CH2:24][CH2:23][N:22]([C:25]([CH:27]6[CH2:29][CH2:28]6)=[O:26])[CH2:21]5)[C:10](=[O:18])[C:11]5[N:16]=[C:15]([CH3:17])[O:14][C:12]=5[N:13]=4)=[CH:6][CH:7]=3)=[CH:46][C:42]=2[CH:43]=[CH:44]1. The yield is 0.270.